Dataset: Experimentally validated miRNA-target interactions with 360,000+ pairs, plus equal number of negative samples. Task: Binary Classification. Given a miRNA mature sequence and a target amino acid sequence, predict their likelihood of interaction. (1) The miRNA is hsa-miR-4261 with sequence AGGAAACAGGGACCCA. The protein sequence of the target gene is MAAPGALLVMGVSGSGKSTVGALLASELGWKFYDADDYHPEENRRKMGKGIPLNDQDRIPWLCNLHDILLRDVASGQRVVLACSALKKTYRDILTQGKDGVALKCEESGKEAKQAEMQLLVVHLSGSFEVISGRLLKREGHFMPPELLQSQFETLEPPAAPENFIQISVDKNVSEIIATIMETLKMK. Result: 0 (no interaction). (2) The miRNA is hsa-miR-4656 with sequence UGGGCUGAGGGCAGGAGGCCUGU. The protein sequence of the target gene is MVKFPALTHYWPLIRFLVPLGITNIAIDFGEQALNRGIAAVKEDAVEMLASYGLAYSLMKFFTGPMSDFKNVGLVFVNSKRDRAKAVLCMVVAGAIAAVFHTLIAYSDLGYYIINKLHHVDESVGSKTRRAFLYLAAFPFMDAMAWTHAGILLKHKYSFLVGCASISDVIAQVVFVAILLHSHLECREPLLIPILSLYMGALVRCTTLCLGYYRNIHDIIPDRSGPELGGDATIRKMLSFWWPLALILATQRISRPIVNLFVSRDLGGSSAATEAVAILTATYPVGHMPYGWLTEIRAVY.... Result: 0 (no interaction).